This data is from Experimentally validated miRNA-target interactions with 360,000+ pairs, plus equal number of negative samples. The task is: Binary Classification. Given a miRNA mature sequence and a target amino acid sequence, predict their likelihood of interaction. (1) The miRNA is hsa-miR-6829-5p with sequence UGGGCUGCUGAGAAGGGGCA. The protein sequence of the target gene is MSTRKRRGGAINSRQAQKRTREATSTPEISLEAEPIELVETAGDEIVDLTCESLEPVVVDLTHNDSVVIVDERRRPRRNARRLPQDHADSCVVSSDDEELSRDRDVYVTTHTPRNARDEGATGLRPSGTVSCPICMDGYSEIVQNGRLIVSTECGHVFCSQCLRDSLKNANTCPTCRKKINHKRYHPIYI. Result: 1 (interaction). (2) The miRNA is hsa-miR-504-3p with sequence GGGAGUGCAGGGCAGGGUUUC. The protein sequence of the target gene is MQQAGLTLMAVAVCVAFQTSEAILPMASSCCTEVSHHVSGRLLERVSSCSIQRADGDCDLAAVILHVKRRRICISPHNRTLKQWMRASEVKKNGRENVCSGKKQPSRKDRKGHTTRKHRTRGTHRHEASR. Result: 0 (no interaction). (3) The miRNA is hsa-miR-4739 with sequence AAGGGAGGAGGAGCGGAGGGGCCCU. The protein sequence of the target gene is MALKAEGAALDCFEVTLKCEEGEDEEEAMVVAVIPRPEPMLRVTQQEKTPPPRPSPLEAGSDGCEEPKQQVSWEQEFLVGSSPGGSGRALCMVCGAEIRAPSADTARSHILEQHPHTLDLSPSEKSNILEAWSEGVALLQDVRAEQPSPPNSDSGQDAHPDPDANPDAARMPAEIVVLLDSEDNPSLPKRSRPRGLRPLELPAVPATEPGNKKPRGQRWKEPPGEEPVRKKRGRPMTKNLDPDPEPPSPDSPTETFAAPAEVRHFTDGSFPAGFVLQLFSHTQLRGPDSKDSPKDREVAE.... Result: 1 (interaction). (4) The protein sequence of the target gene is MDSVAFEDVAVNFTLEEWALLDPSQKNLYRDVMRETFRNLASVGKQWEDQNIEDPFKIPRRNISHIPERLCESKEGGQGEETFSQIPDGILNKKTPGVKPCESSVCGEVGMGPSSLNRHIRDHTGREPNEYQEYGKKSYTRNQCGRALSYHRSFPVRERTHPGGKPYDCKECGETFISLVSIRRHMLTHRGGVPYKCKVCGKAFDYPSLFRIHERSHTGEKPYECKQCGKAFSCSSYIRIHERTHTGDKPYECKQCGKAFSCSKYIRIHERTHTGEKPYECKQCGKAFRCASSVRSHERT.... The miRNA is hsa-miR-27a-3p with sequence UUCACAGUGGCUAAGUUCCGC. Result: 1 (interaction). (5) The miRNA is hsa-miR-3180-3p with sequence UGGGGCGGAGCUUCCGGAGGCC. The protein sequence of the target gene is MMAATVVSRIRTGTGRAPVMWLSLSLVAVAAAVATEQQVPLVLWSSDRNLWAPVADTHEGHITSDMQLSTYLDPALELGPRNVLLFLQDKLSIEDFTAYGGVFGNKQDSAFSNLENALDLAPSSLVLPAVDWYAISTLTTYLQEKLGASPLHVDLATLKELKLNASLPALLLIRLPYTASSGLMAPREVLTGNDEVIGQVLSTLKSEDVPYTAALTAVRPSRVARDITMVAGGLGRQLLQTQVASPAIHPPVSYNDTAPRILFWAQNFSVAYKDEWKDLTSLTFGVENLNLTGSFWNDSF.... Result: 0 (no interaction). (6) Result: 0 (no interaction). The miRNA is hsa-miR-4720-5p with sequence CCUGGCAUAUUUGGUAUAACUU. The protein sequence of the target gene is MSLPRRSRKRRRSSSGSDTFSGDGDSFVSPQLRCGPVLSPPPGLGRGRRLTGTGTNKRRVSDDQIDQLLLANWGLPKAVLEKYHSFGVRKMFEWQAECLLLGHVLEGKNLVYSAPTSAGKTLVAELLILKRVLETRKKALFILPFVSVAKEKKCYLQSLFQEVGLKVDGYMGSTSPTGQFSSLDIAVCTIERANGLVNRLIEENKMDLLGMVVVDELHMLGDSHRGYLLELLLTKICYVTRKSASHQAESASTLSNAVQIVGMSATLPNLQLVASWLNAELYHTDFRPVPLLESIKIGNS.... (7) The protein sequence of the target gene is MAVTLDKDAYYRRVKRLYSNWRKGEDEYASIDAIVVSVGVDEEIVYAKSTALQTWLFGYELTDTIMVFCDDKIIFMASKKKVEFLKQIANTKGNENANGAPAITLLVREKNESNKSSFDKMIDAIKESKSGKKIGVFSKDKFPGEFMKSWSDCLNKEGFDKVDISAVVAYTIAVKEDGELNLMKKAASITSEVFNKFFKERVMEIVDADEKVRHSKLAESVEKAIEEKKYLAGADPSTVEMCYPPIIQSGGNYNLKFSVVSDKNHMHFGAITCAMGIRFKSYCSNLVRTLMVDPTQEVQE.... The miRNA is hsa-miR-4643 with sequence GACACAUGACCAUAAAUGCUAA. Result: 0 (no interaction). (8) The miRNA is hsa-miR-579-3p with sequence UUCAUUUGGUAUAAACCGCGAUU. The protein sequence of the target gene is MKHINLSFAACGFLGIYHLGAASALCRHGKKLVKDVKAFAGASAGSLVASVLLTAPEKIEECNQFTYKFAEEIRRQSFGAVTPGYDFMARLRSGMESILPPSAHELAQNRLHVSITNAKTRENHLVSTFSSREDLIKVLLASSFVPIYAGLKLVEYKGQKWVDGGLTNALPILPVGRTVTISPFSGRLDISPQDKGQLDLYVNIAKQDIMLSLANLVRLNQALFPPSKRKMESLYQCGFDDTVKFLLKENWFE. Result: 0 (no interaction). (9) The miRNA is hsa-miR-4424 with sequence AGAGUUAACUCAAAAUGGACUA. The protein sequence of the target gene is MPEPTKKEENEVPAPAPPPEEPSKEKEAGTTPAKDWTLVETPPGEEQAKQNANSQLSILFIEKPQGGTVKVGEDITFIAKVKAEDLLRKPTIKWFKGKWMDLASKAGKHLQLKETFERHSRVYTFEMQIIKAKDNFAGNYRCEVTYKDKFDSCSFDLEVHESTGTTPNIDIRSAFKRSGEGQEDAGELDFSGLLKRREVKQQEEEPQVDVWELLKNAKPSEYEKIAFQYGITDLRGMLKRLKRMRREEKKSAAFAKILDPAYQVDKGGRVRFVVELADPKLEVKWYKNGQEIRPSTKYIF.... Result: 1 (interaction). (10) The miRNA is hsa-miR-150-5p with sequence UCUCCCAACCCUUGUACCAGUG. The protein sequence of the target gene is MAVDPLSSKALKVKRELSENTPHLSDEALMGLSVRELNRNLRGLSAEEVTRLKQRRRTLKNRGYAASCRVKRVCQKEELQKQKSELEREVDKLARENAAMRLELDALRGKCEALQGFARSVAAARGPAALVAPASVITIVKSAPGPAPAADPAPCS. Result: 0 (no interaction).